From a dataset of Full USPTO retrosynthesis dataset with 1.9M reactions from patents (1976-2016). Predict the reactants needed to synthesize the given product. (1) Given the product [CH3:29][O:12][C:11](=[O:13])[C:10](=[CH2:14])[CH2:9][C@H:8]([NH:15][C:16]([O:18][C:19]([CH3:22])([CH3:21])[CH3:20])=[O:17])[CH2:7][C:4]1[CH:3]=[CH:2][C:1]([C:23]2[CH:24]=[CH:25][CH:26]=[CH:27][CH:28]=2)=[CH:6][CH:5]=1.[C:1]1([C:23]2[CH:24]=[CH:25][CH:26]=[CH:27][CH:28]=2)[CH:2]=[CH:3][C:4]([CH2:7][C@@H:8]([NH:15][C:16]([O:18][C:19]([CH3:22])([CH3:21])[CH3:20])=[O:17])[CH2:9][C:10](=[CH2:14])[C:11]([OH:13])=[O:12])=[CH:5][CH:6]=1, predict the reactants needed to synthesize it. The reactants are: [C:1]1([C:23]2[CH:28]=[CH:27][CH:26]=[CH:25][CH:24]=2)[CH:6]=[CH:5][C:4]([CH2:7][C@@H:8]([NH:15][C:16]([O:18][C:19]([CH3:22])([CH3:21])[CH3:20])=[O:17])[CH2:9][C:10](=[CH2:14])[C:11]([OH:13])=[O:12])=[CH:3][CH:2]=1.[C:29](=O)([O-])[O-].CI.C(OC(C)C)(=O)C. (2) The reactants are: [Br:1][C:2]1[CH:7]=[CH:6][C:5]([C@H:8]([C:20]2[CH:25]=[CH:24][C:23]([Cl:26])=[CH:22][C:21]=2[CH3:27])[CH2:9][C:10]([C:12]2[CH:17]=[CH:16][N+:15]([O-:18])=[C:14]([CH3:19])[CH:13]=2)=O)=[CH:4][CH:3]=1.Cl.[NH2:29][OH:30].C(=O)([O-])O.[Na+]. Given the product [Br:1][C:2]1[CH:7]=[CH:6][C:5]([C@H:8]([C:20]2[CH:25]=[CH:24][C:23]([Cl:26])=[CH:22][C:21]=2[CH3:27])[CH2:9]/[C:10](/[C:12]2[CH:17]=[CH:16][N+:15]([O-:18])=[C:14]([CH3:19])[CH:13]=2)=[N:29]\[OH:30])=[CH:4][CH:3]=1, predict the reactants needed to synthesize it. (3) Given the product [C:1]1([N:7]2[CH:11]=[C:13]([C:15]3[CH:20]=[CH:19][CH:18]=[CH:17][N:16]=3)[CH:14]=[N:8]2)[CH:6]=[CH:5][CH:4]=[CH:3][CH:2]=1, predict the reactants needed to synthesize it. The reactants are: [C:1]1([N+:7]2[N-:8]OC(=O)[CH:11]=2)[CH:6]=[CH:5][CH:4]=[CH:3][CH:2]=1.[C:13]([C:15]1[CH:20]=[CH:19][CH:18]=[CH:17][N:16]=1)#[CH:14]. (4) Given the product [F:1][CH:2]([F:19])[C:3]1[N:22]2[N:23]=[CH:24][C:25]([C:26]3[CH:31]=[CH:30][N:29]=[CH:28][CH:27]=3)=[C:21]2[N:20]=[C:5]([C:7]2[CH:12]=[CH:11][C:10]([C:13]([F:16])([F:15])[F:14])=[C:9]([CH3:17])[CH:8]=2)[CH:4]=1, predict the reactants needed to synthesize it. The reactants are: [F:1][CH:2]([F:19])[C:3](=O)[CH2:4][C:5]([C:7]1[CH:12]=[CH:11][C:10]([C:13]([F:16])([F:15])[F:14])=[C:9]([CH3:17])[CH:8]=1)=O.[NH2:20][C:21]1[C:25]([C:26]2[CH:31]=[CH:30][N:29]=[CH:28][CH:27]=2)=[CH:24][NH:23][N:22]=1. (5) Given the product [CH3:19][N:18]([CH3:20])[C:17]([C:4]1[CH:3]=[C:2]([B:22]2[O:26][C:25]([CH3:28])([CH3:27])[C:24]([CH3:30])([CH3:29])[O:23]2)[CH:7]=[CH:6][C:5]=1[NH:8][C:9]([N:11]1[CH2:16][CH2:15][O:14][CH2:13][CH2:12]1)=[O:10])=[O:21], predict the reactants needed to synthesize it. The reactants are: Br[C:2]1[CH:7]=[CH:6][C:5]([NH:8][C:9]([N:11]2[CH2:16][CH2:15][O:14][CH2:13][CH2:12]2)=[O:10])=[C:4]([C:17](=[O:21])[N:18]([CH3:20])[CH3:19])[CH:3]=1.[B:22]1([B:22]2[O:26][C:25]([CH3:28])([CH3:27])[C:24]([CH3:30])([CH3:29])[O:23]2)[O:26][C:25]([CH3:28])([CH3:27])[C:24]([CH3:30])([CH3:29])[O:23]1.C([O-])(=O)C.[K+]. (6) Given the product [ClH:46].[CH2:1]([O:8][C:9]1[CH:14]=[CH:13][N:12]([C:15]2[CH:23]=[C:22]3[C:18]([C:19]4[CH:38]5[NH:39][CH:35]([CH2:36][CH2:37]5)[CH2:34][C:20]=4[NH:21]3)=[CH:17][CH:16]=2)[C:11](=[O:40])[CH:10]=1)[C:2]1[CH:7]=[CH:6][CH:5]=[CH:4][CH:3]=1, predict the reactants needed to synthesize it. The reactants are: [CH2:1]([O:8][C:9]1[CH:14]=[CH:13][N:12]([C:15]2[CH:23]=[C:22]3[C:18]([C:19]4[CH:38]5[NH:39][CH:35]([CH2:36][CH2:37]5)[CH2:34][C:20]=4[N:21]3S(C3C=CC(C)=CC=3)(=O)=O)=[CH:17][CH:16]=2)[C:11](=[O:40])[CH:10]=1)[C:2]1[CH:7]=[CH:6][CH:5]=[CH:4][CH:3]=1.[OH-].[Na+].CO.C(Cl)[Cl:46].